This data is from Catalyst prediction with 721,799 reactions and 888 catalyst types from USPTO. The task is: Predict which catalyst facilitates the given reaction. (1) Reactant: [Br:1][CH2:2][CH2:3][CH2:4][C:5]1[O:9][N:8]=[C:7]([C:10]([O:12]CC)=[O:11])[CH:6]=1.C(O)C.[OH-].[K+]. Product: [Br:1][CH2:2][CH2:3][CH2:4][C:5]1[O:9][N:8]=[C:7]([C:10]([OH:12])=[O:11])[CH:6]=1. The catalyst class is: 6. (2) Reactant: [CH3:1][C@H:2]1[CH2:11][C:10]2[C:5](=[CH:6][CH:7]=[CH:8][CH:9]=2)[C@@H:4]([C:12]2[CH:20]=[CH:19][C:15]([C:16]([OH:18])=[O:17])=[CH:14][CH:13]=2)[NH:3]1.[F:21][C:22]1[CH:27]=[CH:26][C:25]([N:28]=[C:29]=[O:30])=[CH:24][CH:23]=1. Product: [F:21][C:22]1[CH:27]=[CH:26][C:25]([NH:28][C:29]([N:3]2[C@@H:2]([CH3:1])[CH2:11][C:10]3[C:5](=[CH:6][CH:7]=[CH:8][CH:9]=3)[C@H:4]2[C:12]2[CH:20]=[CH:19][C:15]([C:16]([OH:18])=[O:17])=[CH:14][CH:13]=2)=[O:30])=[CH:24][CH:23]=1. The catalyst class is: 2. (3) Reactant: C(=O)([O-])[O-].[Na+].[Na+].[C:7](Cl)(=[O:10])[CH:8]=[CH2:9].[NH2:12][CH:13]([CH2:39][CH2:40][CH:41]=[CH2:42])[C@@H:14]([OH:38])[C@@H:15]([N:23]([CH2:31][C:32]1[CH:37]=[CH:36][CH:35]=[CH:34][CH:33]=1)[CH2:24][C:25]1[CH:30]=[CH:29][CH:28]=[CH:27][CH:26]=1)[CH2:16][C:17]1[CH:22]=[CH:21][CH:20]=[CH:19][CH:18]=1. Product: [CH2:24]([N:23]([CH2:31][C:32]1[CH:33]=[CH:34][CH:35]=[CH:36][CH:37]=1)[C@@H:15]([CH2:16][C:17]1[CH:22]=[CH:21][CH:20]=[CH:19][CH:18]=1)[C@@H:14]([CH:13]([NH:12][C:7](=[O:10])[CH:8]=[CH2:9])[CH2:39][CH2:40][CH:41]=[CH2:42])[OH:38])[C:25]1[CH:26]=[CH:27][CH:28]=[CH:29][CH:30]=1. The catalyst class is: 4. (4) Reactant: [C:1]([O:5][C:6](=[O:41])[NH:7][CH:8]([C:14]1[CH:19]=[CH:18][C:17]([O:20][C:21]2[CH:26]=[CH:25][C:24]([CH2:27][CH2:28][C:29](=[O:40])[NH:30][O:31]C(=O)C3C=CC=CC=3)=[CH:23][CH:22]=2)=[CH:16][CH:15]=1)[C:9](=[O:13])[N:10]([CH3:12])[CH3:11])([CH3:4])([CH3:3])[CH3:2].[H][H]. Product: [C:1]([O:5][C:6](=[O:41])[NH:7][CH:8]([C:9](=[O:13])[N:10]([CH3:12])[CH3:11])[C:14]1[CH:15]=[CH:16][C:17]([O:20][C:21]2[CH:26]=[CH:25][C:24]([CH2:27][CH2:28][C:29](=[O:40])[NH:30][OH:31])=[CH:23][CH:22]=2)=[CH:18][CH:19]=1)([CH3:2])([CH3:4])[CH3:3]. The catalyst class is: 19.